Dataset: Reaction yield outcomes from USPTO patents with 853,638 reactions. Task: Predict the reaction yield, written as a fraction of the theoretical maximum amount of product (1.0 means a 100% yield; for example, 0.34 means a 34% yield). (1) The catalyst is CN(C)C=O.C(OCC)(=O)C. The reactants are Br[CH2:2][CH:3]1[CH2:5][CH2:4]1.C(=O)([O-])[O-].[Cs+].[Cs+].[OH:12][C:13]1[CH:18]=[CH:17][C:16]([C:19]2[C:24](=[O:25])[N:23]([CH2:26][C:27]3[CH:32]=[CH:31][C:30]([C:33]4[C:34]([C:39]#[N:40])=[CH:35][CH:36]=[CH:37][CH:38]=4)=[CH:29][CH:28]=3)[C:22]([CH2:41][CH2:42][CH3:43])=[N:21][C:20]=2[CH3:44])=[CH:15][CH:14]=1. The yield is 1.00. The product is [CH:5]1([CH2:4][O:12][C:13]2[CH:14]=[CH:15][C:16]([C:19]3[C:24](=[O:25])[N:23]([CH2:26][C:27]4[CH:32]=[CH:31][C:30]([C:33]5[C:34]([C:39]#[N:40])=[CH:35][CH:36]=[CH:37][CH:38]=5)=[CH:29][CH:28]=4)[C:22]([CH2:41][CH2:42][CH3:43])=[N:21][C:20]=3[CH3:44])=[CH:17][CH:18]=2)[CH2:3][CH2:2]1. (2) The reactants are [CH3:1][N:2]1[CH2:7][CH2:6][N:5]([C:8]2[C:17]3[C:12](=[CH:13][CH:14]=[CH:15][CH:16]=3)[CH:11]=[C:10]([NH2:18])[N:9]=2)[CH2:4][CH2:3]1.N1C=CC=CC=1.[C:25]1([S:31]([Cl:34])(=[O:33])=[O:32])[CH:30]=[CH:29][CH:28]=[CH:27][CH:26]=1. The catalyst is C(Cl)Cl. The product is [ClH:34].[CH3:1][N:2]1[CH2:3][CH2:4][N:5]([C:8]2[C:17]3[C:12](=[CH:13][CH:14]=[CH:15][CH:16]=3)[CH:11]=[C:10]([NH:18][S:31]([C:25]3[CH:30]=[CH:29][CH:28]=[CH:27][CH:26]=3)(=[O:33])=[O:32])[N:9]=2)[CH2:6][CH2:7]1. The yield is 0.570. (3) The reactants are Br[C:2]1[CH:3]=[CH:4][C:5]2[O:11][CH2:10][CH2:9][N:8]3[C:12]([CH2:18][O:19][C:20]4[CH:25]=[CH:24][CH:23]=[CH:22][N:21]=4)=[C:13]([C:15]([NH2:17])=[O:16])[N:14]=[C:7]3[C:6]=2[CH:26]=1.N1C(C(N)=O)=CN2C=1C1C=CC=CC=1OCC2.N1C=CC=CC1=O.[CH3:51][C:52]([OH:56])([C:54]#[CH:55])[CH3:53]. No catalyst specified. The product is [OH:56][C:52]([CH3:53])([CH3:51])[C:54]#[C:55][C:2]1[CH:3]=[CH:4][C:5]2[O:11][CH2:10][CH2:9][N:8]3[C:12]([CH2:18][O:19][C:20]4[CH:25]=[CH:24][CH:23]=[CH:22][N:21]=4)=[C:13]([C:15]([NH2:17])=[O:16])[N:14]=[C:7]3[C:6]=2[CH:26]=1. The yield is 0.0500. (4) The reactants are [N+:1]([O-:4])(O)=[O:2].[Br:5][C:6]1[CH:15]=[CH:14][C:13]2[C:8](=[CH:9][CH:10]=[C:11]([O:16][CH3:17])[CH:12]=2)[CH:7]=1. The catalyst is CC(O)=O. The product is [Br:5][C:6]1[CH:7]=[C:8]2[C:13](=[CH:14][CH:15]=1)[C:12]([N+:1]([O-:4])=[O:2])=[C:11]([O:16][CH3:17])[CH:10]=[CH:9]2. The yield is 0.812.